This data is from Catalyst prediction with 721,799 reactions and 888 catalyst types from USPTO. The task is: Predict which catalyst facilitates the given reaction. (1) Reactant: [NH2:1][C:2]1[C:19]([N+:20]([O-:22])=[O:21])=[CH:18][C:5]([C:6]([NH:8][C:9]2[CH:17]=[C:16]3[C:12]([CH:13]=[N:14][NH:15]3)=[CH:11][CH:10]=2)=[O:7])=[C:4](Cl)[CH:3]=1.[CH2:24]([NH:28][CH2:29][CH:30]([CH3:32])[CH3:31])[CH:25]([CH3:27])[CH3:26]. Product: [NH2:1][C:2]1[C:19]([N+:20]([O-:22])=[O:21])=[CH:18][C:5]([C:6]([NH:8][C:9]2[CH:17]=[C:16]3[C:12]([CH:13]=[N:14][NH:15]3)=[CH:11][CH:10]=2)=[O:7])=[C:4]([N:28]([CH2:29][CH:30]([CH3:32])[CH3:31])[CH2:24][CH:25]([CH3:27])[CH3:26])[CH:3]=1. The catalyst class is: 179. (2) Reactant: [CH2:1]([C:3]1[N:8]([C:9]2[CH:14]=[CH:13][C:12]([O:15][C:16]([CH3:21])([CH3:20])[CH:17]([OH:19])[CH3:18])=[CH:11][CH:10]=2)[C:7](=[O:22])[C:6]([CH2:23][C:24]2[CH:29]=[CH:28][C:27]([C:30]3[CH:35]=[CH:34][CH:33]=[CH:32][C:31]=3[C:36]3[NH:40][C:39](=[O:41])[O:38][N:37]=3)=[CH:26][CH:25]=2)=[C:5]([CH2:42][CH2:43][CH3:44])[N:4]=1)[CH3:2].CC(OI1(OC(C)=O)(OC(C)=O)OC(=O)C2C1=CC=CC=2)=O.C(OCC)(=O)C.S([O-])([O-])(=O)=S.[Na+].[Na+]. Product: [CH3:21][C:16]([CH3:20])([O:15][C:12]1[CH:13]=[CH:14][C:9]([N:8]2[C:7](=[O:22])[C:6]([CH2:23][C:24]3[CH:29]=[CH:28][C:27]([C:30]4[CH:35]=[CH:34][CH:33]=[CH:32][C:31]=4[C:36]4[NH:40][C:39](=[O:41])[O:38][N:37]=4)=[CH:26][CH:25]=3)=[C:5]([CH2:42][CH2:43][CH3:44])[N:4]=[C:3]2[CH2:1][CH3:2])=[CH:10][CH:11]=1)[C:17](=[O:19])[CH3:18]. The catalyst class is: 46. (3) Reactant: Br[C:2]1[C:8]([C:9]([F:12])([F:11])[F:10])=[CH:7][C:5]([NH2:6])=[CH:4][C:3]=1[Cl:13].CC1(C)C(C)(C)OB([C:22]2[CH:41]=[CH:40][C:25]([O:26][CH:27]3[CH2:32][CH2:31][CH2:30][N:29]([C:33]([O:35][C:36]([CH3:39])([CH3:38])[CH3:37])=[O:34])[CH2:28]3)=[CH:24][CH:23]=2)O1.C([O-])([O-])=O.[Na+].[Na+]. Product: [C:36]([O:35][C:33]([N:29]1[CH2:30][CH2:31][CH2:32][CH:27]([O:26][C:25]2[CH:40]=[CH:41][C:22]([C:2]3[C:3]([Cl:13])=[CH:4][C:5]([NH2:6])=[CH:7][C:8]=3[C:9]([F:12])([F:11])[F:10])=[CH:23][CH:24]=2)[CH2:28]1)=[O:34])([CH3:39])([CH3:37])[CH3:38]. The catalyst class is: 203. (4) Product: [Cl:28][CH2:29][C:30]([NH:1][CH2:2][C@H:3]([OH:21])[C@@H:4]([O:11][C:12]1[CH:17]=[CH:16][C:15]([Cl:18])=[CH:14][C:13]=1[O:19][CH3:20])[C:5]1[CH:10]=[CH:9][CH:8]=[CH:7][CH:6]=1)=[O:31]. The catalyst class is: 11. Reactant: [NH2:1][CH2:2][C@H:3]([OH:21])[C@@H:4]([O:11][C:12]1[CH:17]=[CH:16][C:15]([Cl:18])=[CH:14][C:13]=1[O:19][CH3:20])[C:5]1[CH:10]=[CH:9][CH:8]=[CH:7][CH:6]=1.C([O-])([O-])=O.[Na+].[Na+].[Cl:28][CH2:29][C:30](Cl)=[O:31].